The task is: Predict the product of the given reaction.. This data is from Forward reaction prediction with 1.9M reactions from USPTO patents (1976-2016). The product is: [CH3:1][C:2]1[C:6]([C:7]([O:9][CH3:10])=[O:8])=[CH:5][N:4]([C:11]2[CH:16]=[CH:15][CH:14]=[CH:13][CH:12]=2)[N:3]=1. Given the reactants [CH3:1][C:2]1[C:6]([C:7]([O:9][CH3:10])=[O:8])=[CH:5][NH:4][N:3]=1.[CH:11]1(C(C2C(CCC3C=CC=CC=3)=NN(C3C=CC=CC=3)C=2)O)[CH2:16][CH2:15][CH2:14][CH2:13][CH2:12]1.C1(B(O)O)C=CC=CC=1.N1C=CC=CC=1, predict the reaction product.